Dataset: NCI-60 drug combinations with 297,098 pairs across 59 cell lines. Task: Regression. Given two drug SMILES strings and cell line genomic features, predict the synergy score measuring deviation from expected non-interaction effect. (1) Drug 1: C1=CC(=CC=C1CC(C(=O)O)N)N(CCCl)CCCl.Cl. Drug 2: C1=NC2=C(N=C(N=C2N1C3C(C(C(O3)CO)O)O)F)N. Cell line: NCI-H460. Synergy scores: CSS=22.4, Synergy_ZIP=0.986, Synergy_Bliss=-1.32, Synergy_Loewe=-17.1, Synergy_HSA=-2.34. (2) Drug 1: C1=CN(C(=O)N=C1N)C2C(C(C(O2)CO)O)O.Cl. Drug 2: CC1C(C(CC(O1)OC2CC(OC(C2O)C)OC3=CC4=CC5=C(C(=O)C(C(C5)C(C(=O)C(C(C)O)O)OC)OC6CC(C(C(O6)C)O)OC7CC(C(C(O7)C)O)OC8CC(C(C(O8)C)O)(C)O)C(=C4C(=C3C)O)O)O)O. Cell line: NCI-H322M. Synergy scores: CSS=56.8, Synergy_ZIP=-1.31, Synergy_Bliss=-1.31, Synergy_Loewe=-0.438, Synergy_HSA=-0.464. (3) Drug 1: C1=CC(=C2C(=C1NCCNCCO)C(=O)C3=C(C=CC(=C3C2=O)O)O)NCCNCCO. Drug 2: CN(C)C1=NC(=NC(=N1)N(C)C)N(C)C. Cell line: HCT116. Synergy scores: CSS=50.1, Synergy_ZIP=4.00, Synergy_Bliss=-2.43, Synergy_Loewe=-44.6, Synergy_HSA=-1.92. (4) Drug 1: CC1=C(C=C(C=C1)C(=O)NC2=CC(=CC(=C2)C(F)(F)F)N3C=C(N=C3)C)NC4=NC=CC(=N4)C5=CN=CC=C5. Drug 2: CC=C1C(=O)NC(C(=O)OC2CC(=O)NC(C(=O)NC(CSSCCC=C2)C(=O)N1)C(C)C)C(C)C. Cell line: UACC-257. Synergy scores: CSS=26.7, Synergy_ZIP=3.92, Synergy_Bliss=2.34, Synergy_Loewe=-50.5, Synergy_HSA=-0.847. (5) Drug 1: CS(=O)(=O)CCNCC1=CC=C(O1)C2=CC3=C(C=C2)N=CN=C3NC4=CC(=C(C=C4)OCC5=CC(=CC=C5)F)Cl. Drug 2: CC(C)CN1C=NC2=C1C3=CC=CC=C3N=C2N. Cell line: HOP-92. Synergy scores: CSS=7.96, Synergy_ZIP=-5.34, Synergy_Bliss=-3.52, Synergy_Loewe=-1.67, Synergy_HSA=-1.54. (6) Drug 1: CC1=C(C(=O)C2=C(C1=O)N3CC4C(C3(C2COC(=O)N)OC)N4)N. Drug 2: C(CCl)NC(=O)N(CCCl)N=O. Cell line: HCC-2998. Synergy scores: CSS=0.864, Synergy_ZIP=-0.00489, Synergy_Bliss=-4.81, Synergy_Loewe=-8.70, Synergy_HSA=-10.6. (7) Drug 1: C1=NC2=C(N=C(N=C2N1C3C(C(C(O3)CO)O)F)Cl)N. Drug 2: C(CC(=O)O)C(=O)CN.Cl. Cell line: TK-10. Synergy scores: CSS=7.38, Synergy_ZIP=-1.93, Synergy_Bliss=-1.16, Synergy_Loewe=-0.967, Synergy_HSA=-0.535. (8) Drug 1: COC1=C2C(=CC3=C1OC=C3)C=CC(=O)O2. Drug 2: B(C(CC(C)C)NC(=O)C(CC1=CC=CC=C1)NC(=O)C2=NC=CN=C2)(O)O. Cell line: EKVX. Synergy scores: CSS=33.6, Synergy_ZIP=1.65, Synergy_Bliss=-3.86, Synergy_Loewe=-45.5, Synergy_HSA=-6.18. (9) Drug 1: C1CC(=O)NC(=O)C1N2CC3=C(C2=O)C=CC=C3N. Drug 2: CN(C)C1=NC(=NC(=N1)N(C)C)N(C)C. Cell line: K-562. Synergy scores: CSS=7.67, Synergy_ZIP=0.782, Synergy_Bliss=4.55, Synergy_Loewe=1.29, Synergy_HSA=0.474.